From a dataset of hERG Central: cardiac toxicity at 1µM, 10µM, and general inhibition. Predict hERG channel inhibition at various concentrations. (1) Results: hERG_inhib (hERG inhibition (general)): blocker. The drug is Cc1cc(C(=O)N2CC=C(c3ccccc3)CC2)c2ccccc2n1. (2) The compound is O=C(/C=C/c1ccc(F)cc1)N1CCCN(C(=O)/C=C/c2ccc(F)cc2)CC1. Results: hERG_inhib (hERG inhibition (general)): blocker.